This data is from Forward reaction prediction with 1.9M reactions from USPTO patents (1976-2016). The task is: Predict the product of the given reaction. (1) Given the reactants [NH2:1][C@H:2]1[CH2:7][CH2:6][C@H:5]([CH:8]([OH:23])[CH2:9][NH:10][S:11]([C:14]2[CH:19]=[CH:18][CH:17]=[CH:16][C:15]=2[N+:20]([O-:22])=[O:21])(=[O:13])=[O:12])[CH2:4][CH2:3]1.[O:24]=[C:25]1[CH2:30][O:29][C:28]2[CH:31]=[CH:32][C:33]([CH:35]=O)=[N:34][C:27]=2[NH:26]1.ClCCCl.C(O[BH-](OC(=O)C)OC(=O)C)(=O)C.[Na+], predict the reaction product. The product is: [OH:23][CH:8]([C@H:5]1[CH2:6][CH2:7][C@H:2]([NH:1][CH2:35][C:33]2[CH:32]=[CH:31][C:28]3[O:29][CH2:30][C:25](=[O:24])[NH:26][C:27]=3[N:34]=2)[CH2:3][CH2:4]1)[CH2:9][NH:10][S:11]([C:14]1[CH:19]=[CH:18][CH:17]=[CH:16][C:15]=1[N+:20]([O-:22])=[O:21])(=[O:12])=[O:13]. (2) The product is: [Cl:1][C:2]1[CH:3]=[CH:4][C:5]([C:8]2[N:9]([CH2:27][C:28]([N:34]3[CH2:39][CH2:38][O:37][CH2:36][CH2:35]3)=[O:29])[C:10]3[C:15]([C:16]=2[CH:17]2[CH2:22][CH2:21][CH2:20][CH2:19][CH2:18]2)=[CH:14][CH:13]=[C:12]([C:23]([OH:25])=[O:24])[CH:11]=3)=[CH:6][CH:7]=1. Given the reactants [Cl:1][C:2]1[CH:7]=[CH:6][C:5]([C:8]2[N:9]([CH2:27][C:28](O)=[O:29])[C:10]3[C:15]([C:16]=2[CH:17]2[CH2:22][CH2:21][CH2:20][CH2:19][CH2:18]2)=[CH:14][CH:13]=[C:12]([C:23]([O:25]C)=[O:24])[CH:11]=3)=[CH:4][CH:3]=1.N=C=N.[NH:34]1[CH2:39][CH2:38][O:37][CH2:36][CH2:35]1.B(Br)(Br)Br, predict the reaction product. (3) Given the reactants [C:1]([O:5][C:6]([N:8]1[CH2:13][CH2:12][CH2:11][C@H:10]([NH:14][C:15]([C:17]2[C:21]([NH:22][C:23]([NH2:25])=[O:24])=[CH:20][N:19]([C:26]3[CH:31]=[CH:30][CH:29]=[C:28]([F:32])[CH:27]=3)[CH:18]=2)=[O:16])[CH2:9]1)=[O:7])([CH3:4])([CH3:3])[CH3:2].Cl.[F:34][CH2:35][CH2:36]N.C([O-])(=O)C.[Na+].C(OCC)(=O)C, predict the reaction product. The product is: [C:1]([O:5][C:6]([N:8]1[CH2:13][CH2:12][CH2:11][C@H:10]([NH:14][C:15]([C:17]2[C:21]([NH:22][C:23]([NH:25][CH2:36][CH2:35][F:34])=[O:24])=[CH:20][N:19]([C:26]3[CH:31]=[CH:30][CH:29]=[C:28]([F:32])[CH:27]=3)[CH:18]=2)=[O:16])[CH2:9]1)=[O:7])([CH3:4])([CH3:2])[CH3:3]. (4) Given the reactants [Cl:1][C:2]1[C:21]([Cl:22])=[CH:20][C:5]2[N:6]=[C:7]([C:9]3[C:18]4[C:13](=[CH:14][CH:15]=[CH:16][CH:17]=4)[C:12](Br)=[CH:11][CH:10]=3)[NH:8][C:4]=2[CH:3]=1.C([Li])CCC.CN(C)[CH:30]=[O:31].O, predict the reaction product. The product is: [Cl:1][C:2]1[C:21]([Cl:22])=[CH:20][C:5]2[N:6]=[C:7]([C:9]3[C:18]4[C:13](=[CH:14][CH:15]=[CH:16][CH:17]=4)[C:12]([CH:30]=[O:31])=[CH:11][CH:10]=3)[NH:8][C:4]=2[CH:3]=1. (5) Given the reactants CC1(C)C2C(=C(P(C3C=CC=CC=3)C3C=CC=CC=3)C=CC=2)OC2C(P(C3C=CC=CC=3)C3C=CC=CC=3)=CC=CC1=2.I[C:44]1[C:45]([O:59][CH3:60])=[CH:46][C:47]([N:50]([CH3:58])[C:51](=[O:57])[O:52][C:53]([CH3:56])([CH3:55])[CH3:54])=[N:48][CH:49]=1.[C:61]1([C:67]([C:69]2[CH:74]=[CH:73][CH:72]=[CH:71][CH:70]=2)=[NH:68])[CH:66]=[CH:65][CH:64]=[CH:63][CH:62]=1.C([O-])([O-])=O.[Cs+].[Cs+], predict the reaction product. The product is: [C:53]([O:52][C:51](=[O:57])[N:50]([C:47]1[CH:46]=[C:45]([O:59][CH3:60])[C:44]([N:68]=[C:67]([C:61]2[CH:66]=[CH:65][CH:64]=[CH:63][CH:62]=2)[C:69]2[CH:74]=[CH:73][CH:72]=[CH:71][CH:70]=2)=[CH:49][N:48]=1)[CH3:58])([CH3:56])([CH3:55])[CH3:54]. (6) Given the reactants [C:1]([C@H:5]1[CH2:14][CH2:13][C@H:12]2[C@@:15]3([CH:36]=[CH2:37])[C@H:24]([C@@H:25]([CH2:27][CH2:28][CH2:29][CH2:30][CH2:31][CH2:32]O)[CH2:26][C@:6]12[CH2:7][O:8][SiH:9]([CH3:11])[CH3:10])[C:23]1[CH:22]=[CH:21][C:20]([O:34][CH3:35])=[CH:19][C:18]=1[CH2:17][CH2:16]3)([CH3:4])([CH3:3])[CH3:2].C([C@H]1CC[C@H]2[C@@]3(C=C)[C@H]([C@@H](CCCCCO)C[C@]12CO[SiH](C)C)C1C=CC(OC)=CC=1CC3)(C)(C)C.[Br:74]CCCCC[C@H]1C[C@@]2(CO[SiH](C)C)[C@@H](CC[C@@H]2C(C)(C)C)[C@@]2(C=C)[C@H]1C1C=CC(OC)=CC=1CC2, predict the reaction product. The product is: [Br:74][CH2:32][CH2:31][CH2:30][CH2:29][CH2:28][CH2:27][C@H:25]1[CH2:26][C@@:6]2([CH2:7][O:8][SiH:9]([CH3:11])[CH3:10])[C@@H:12]([CH2:13][CH2:14][C@@H:5]2[C:1]([CH3:4])([CH3:2])[CH3:3])[C@@:15]2([CH:36]=[CH2:37])[C@H:24]1[C:23]1[CH:22]=[CH:21][C:20]([O:34][CH3:35])=[CH:19][C:18]=1[CH2:17][CH2:16]2. (7) Given the reactants [CH2:1]([N:16]1[CH2:21][CH2:20][CH:19]([C:22]([NH2:24])=O)[CH2:18][CH2:17]1)[CH2:2][CH2:3][CH2:4][CH2:5][CH2:6][CH2:7][CH2:8][CH2:9][CH2:10][CH2:11][CH2:12][CH2:13][CH2:14][CH3:15].[H-].[H-].[H-].[H-].[Li+].[Al+3], predict the reaction product. The product is: [NH2:24][CH2:22][CH:19]1[CH2:20][CH2:21][N:16]([CH2:1][CH2:2][CH2:3][CH2:4][CH2:5][CH2:6][CH2:7][CH2:8][CH2:9][CH2:10][CH2:11][CH2:12][CH2:13][CH2:14][CH3:15])[CH2:17][CH2:18]1.